From a dataset of Forward reaction prediction with 1.9M reactions from USPTO patents (1976-2016). Predict the product of the given reaction. Given the reactants Cl.Cl.[O:3]1[C:7]2[CH:8]=[CH:9][CH:10]=[C:11]([CH:12]3[CH2:17][CH2:16][N:15]([CH2:18][CH2:19][C@H:20]4[CH2:25][CH2:24][C@H:23]([NH2:26])[CH2:22][CH2:21]4)[CH2:14][CH2:13]3)[C:6]=2[CH2:5][CH2:4]1.[O:27]1[C:31]2[CH:32]=[CH:33][C:34]([C:36](O)=[O:37])=[CH:35][C:30]=2[O:29][CH2:28]1, predict the reaction product. The product is: [O:3]1[C:7]2[CH:8]=[CH:9][CH:10]=[C:11]([CH:12]3[CH2:17][CH2:16][N:15]([CH2:18][CH2:19][C@H:20]4[CH2:21][CH2:22][C@H:23]([NH:26][C:36]([C:34]5[CH:33]=[CH:32][C:31]6[O:27][CH2:28][O:29][C:30]=6[CH:35]=5)=[O:37])[CH2:24][CH2:25]4)[CH2:14][CH2:13]3)[C:6]=2[CH2:5][CH2:4]1.